This data is from Forward reaction prediction with 1.9M reactions from USPTO patents (1976-2016). The task is: Predict the product of the given reaction. (1) The product is: [CH2:1]([O:3][C:4]([C:6]1[N:10]([CH2:39][CH3:40])[N:9]=[CH:8][C:7]=1[CH2:11][N:12]1[CH2:16][CH:15]2[CH2:17][N:18]([C:20]([O:22][CH:23]([C:28]([F:31])([F:30])[F:29])[C:24]([F:25])([F:26])[F:27])=[O:21])[CH2:19][CH:14]2[CH2:13]1)=[O:5])[CH3:2]. Given the reactants [CH2:1]([O:3][C:4]([C:6]1[NH:10][N:9]=[CH:8][C:7]=1[CH2:11][N:12]1[CH2:16][CH:15]2[CH2:17][N:18]([C:20]([O:22][CH:23]([C:28]([F:31])([F:30])[F:29])[C:24]([F:27])([F:26])[F:25])=[O:21])[CH2:19][CH:14]2[CH2:13]1)=[O:5])[CH3:2].C([O-])([O-])=O.[Cs+].[Cs+].I[CH2:39][CH3:40], predict the reaction product. (2) Given the reactants [CH:1]1[C:13]2[NH:12][C:11]3[C:6](=[CH:7][CH:8]=[CH:9][CH:10]=3)[C:5]=2[CH:4]=[CH:3][CH:2]=1.[Br:14][CH2:15][CH2:16][CH2:17][CH2:18][CH2:19][C:20](Cl)=[O:21], predict the reaction product. The product is: [Br:14][CH2:15][CH2:16][CH2:17][CH2:18][CH2:19][C:20]([N:12]1[C:11]2[CH:10]=[CH:9][CH:8]=[CH:7][C:6]=2[C:5]2[C:13]1=[CH:1][CH:2]=[CH:3][CH:4]=2)=[O:21]. (3) Given the reactants [CH2:1]([O:3][C:4](=[O:28])[CH2:5][N:6]1[C:14](=[O:15])[C:13]2[C:8](=[CH:9][CH:10]=[C:11]([O:16][C:17]3[CH:22]=[CH:21][C:20]([O:23][CH2:24][CH2:25][CH3:26])=[CH:19][CH:18]=3)[CH:12]=2)[C:7]1=[O:27])[CH3:2].[O-][CH2:30][CH2:31]CC.[Na+].C(O)CCC.Cl, predict the reaction product. The product is: [CH2:1]([O:3][C:4]([C:5]1[NH:6][C:7](=[O:27])[C:8]2[C:13]([C:14]=1[OH:15])=[CH:12][C:11]([O:16][C:17]1[CH:22]=[CH:21][C:20]([O:23][CH2:24][CH2:25][CH3:26])=[CH:19][CH:18]=1)=[CH:10][CH:9]=2)=[O:28])[CH2:2][CH2:30][CH3:31]. (4) Given the reactants C([Li])CCC.[CH3:6][P:7](=[O:12])([O:10][CH3:11])[O:8][CH3:9].[C:13](OC)(=[O:20])[C:14]1[CH:19]=[CH:18][CH:17]=[N:16][CH:15]=1, predict the reaction product. The product is: [O:20]=[C:13]([C:14]1[CH:15]=[N:16][CH:17]=[CH:18][CH:19]=1)[CH2:6][P:7](=[O:12])([O:10][CH3:11])[O:8][CH3:9]. (5) Given the reactants C(OC([N:8]1[CH:12]=[C:11]([C:13]2[CH:14]=[C:15]([O:39][CH3:40])[C:16]3[N:17]([C:19]([C:33]4[CH:38]=[CH:37][CH:36]=[CH:35][CH:34]=4)=[C:20]([C:22]4[CH:27]=[CH:26][C:25]([C:28]5([NH2:32])[CH2:31][CH2:30][CH2:29]5)=[CH:24][CH:23]=4)[N:21]=3)[CH:18]=2)[CH:10]=[N:9]1)=O)(C)(C)C.Cl.[OH-].[Na+], predict the reaction product. The product is: [CH3:40][O:39][C:15]1[C:16]2[N:17]([C:19]([C:33]3[CH:38]=[CH:37][CH:36]=[CH:35][CH:34]=3)=[C:20]([C:22]3[CH:23]=[CH:24][C:25]([C:28]4([NH2:32])[CH2:29][CH2:30][CH2:31]4)=[CH:26][CH:27]=3)[N:21]=2)[CH:18]=[C:13]([C:11]2[CH:10]=[N:9][NH:8][CH:12]=2)[CH:14]=1. (6) Given the reactants [Br:1][C:2]1[CH:6]=[C:5]([C:7]([OH:9])=O)[N:4]([C:10]2[C:15]([Cl:16])=[CH:14][CH:13]=[CH:12][N:11]=2)[N:3]=1.C(Cl)(=O)C(Cl)=O.[NH2:23][C:24]1[CH:29]([CH3:30])[CH2:28][CH2:27][CH2:26][C:25]=1[C:31]([O:33][CH2:34][CH3:35])=[O:32].C(=O)([O-])[O-].[K+].[K+], predict the reaction product. The product is: [Br:1][C:2]1[CH:6]=[C:5]([C:7]([NH:23][C:24]2[CH:25]([C:31]([O:33][CH2:34][CH3:35])=[O:32])[CH2:26][CH2:27][CH2:28][C:29]=2[CH3:30])=[O:9])[N:4]([C:10]2[C:15]([Cl:16])=[CH:14][CH:13]=[CH:12][N:11]=2)[N:3]=1.